Dataset: Full USPTO retrosynthesis dataset with 1.9M reactions from patents (1976-2016). Task: Predict the reactants needed to synthesize the given product. (1) Given the product [C:1]([C:5]1[CH:6]=[C:7]([C:17](=[O:21])[C:18]([NH:52][C:45]2[C:46]3[C:51](=[CH:50][CH:49]=[CH:48][CH:47]=3)[C:42]([O:41][CH2:40][CH2:39][N:33]3[CH2:34][CH2:35][O:36][CH2:37][CH2:38]3)=[CH:43][CH:44]=2)=[O:20])[N:8]([C:10]2[CH:15]=[CH:14][C:13]([CH3:16])=[CH:12][CH:11]=2)[N:9]=1)([CH3:3])([CH3:2])[CH3:4], predict the reactants needed to synthesize it. The reactants are: [C:1]([C:5]1[CH:6]=[C:7]([C:17](=[O:21])[C:18]([OH:20])=O)[N:8]([C:10]2[CH:15]=[CH:14][C:13]([CH3:16])=[CH:12][CH:11]=2)[N:9]=1)([CH3:4])([CH3:3])[CH3:2].C(Cl)(=O)C(Cl)=O.CN(C=O)C.[N:33]1([CH2:39][CH2:40][O:41][C:42]2[C:51]3[C:46](=[CH:47][CH:48]=[CH:49][CH:50]=3)[C:45]([NH2:52])=[CH:44][CH:43]=2)[CH2:38][CH2:37][O:36][CH2:35][CH2:34]1. (2) Given the product [CH2:1]([N:8]1[C:12]([C:19]2[CH:18]=[CH:17][C:16]([F:15])=[CH:21][C:20]=2[F:22])=[CH:11][N:10]=[C:9]1[CH3:14])[C:2]1[CH:7]=[CH:6][CH:5]=[CH:4][CH:3]=1, predict the reactants needed to synthesize it. The reactants are: [CH2:1]([N:8]1[C:12](Br)=[CH:11][N:10]=[C:9]1[CH3:14])[C:2]1[CH:7]=[CH:6][CH:5]=[CH:4][CH:3]=1.[F:15][C:16]1[CH:21]=[C:20]([F:22])[CH:19]=[CH:18][C:17]=1B(O)O.C([O-])([O-])=O.[Na+].[Na+].CO. (3) Given the product [Br:1][C:2]1[CH:10]=[CH:9][CH:8]=[C:7]2[C:3]=1[C:4]1([C:19]3[CH:20]=[C:21]([F:25])[C:22]([F:24])=[CH:23][C:18]=3[O:17][CH2:16]1)[C:5](=[O:15])[N:6]2[CH2:11][C:12]([NH:35][C:34]1[CH:36]=[CH:37][CH:38]=[CH:39][C:33]=1[F:32])=[O:14], predict the reactants needed to synthesize it. The reactants are: [Br:1][C:2]1[CH:10]=[CH:9][CH:8]=[C:7]2[C:3]=1[C:4]1([C:19]3[CH:20]=[C:21]([F:25])[C:22]([F:24])=[CH:23][C:18]=3[O:17][CH2:16]1)[C:5](=[O:15])[N:6]2[CH2:11][C:12]([OH:14])=O.C(Cl)(=O)C(Cl)=O.[F:32][C:33]1[CH:39]=[CH:38][CH:37]=[CH:36][C:34]=1[NH2:35].ClCCl.